From a dataset of Full USPTO retrosynthesis dataset with 1.9M reactions from patents (1976-2016). Predict the reactants needed to synthesize the given product. (1) Given the product [ClH:54].[ClH:54].[O:23]1[C:32]2[CH:31]=[C:30]([CH2:33][NH:1][CH:2]3[CH2:7][CH2:6][N:5]([CH2:8][CH:9]4[N:19]5[C:20]6[N:11]([C:12](=[O:22])[CH:13]=[N:14][C:15]=6[CH:16]=[CH:17][C:18]5=[O:21])[CH2:10]4)[CH2:4][CH2:3]3)[N:29]=[CH:28][C:27]=2[O:26][CH2:25][CH2:24]1, predict the reactants needed to synthesize it. The reactants are: [NH2:1][CH:2]1[CH2:7][CH2:6][N:5]([CH2:8][CH:9]2[N:19]3[CH:20]4[CH:15]([CH:16]=[CH:17][C:18]3=[O:21])[N:14]=[CH:13][C:12](=[O:22])[N:11]4[CH2:10]2)[CH2:4][CH2:3]1.[O:23]1[C:32]2[CH:31]=[C:30]([CH:33]=O)[N:29]=[CH:28][C:27]=2[O:26][CH2:25][CH2:24]1.C(O[BH-](OC(=O)C)OC(=O)C)(=O)C.[Na+].C([O-])(O)=O.[Na+].[Cl:54]CCl. (2) Given the product [OH:21][C:16]1[CH:17]=[C:18]2[O:19][CH2:20][C:3]3[C:4](=[N:5][C:6]4[C:11]([C:2]=3[C:27]3[CH:28]=[CH:29][C:24]([O:23][CH3:22])=[CH:25][CH:26]=3)=[CH:10][C:9]([OH:12])=[CH:8][CH:7]=4)[C:13]2=[CH:14][CH:15]=1, predict the reactants needed to synthesize it. The reactants are: Br[C:2]1[C:11]2[C:6](=[CH:7][CH:8]=[C:9]([OH:12])[CH:10]=2)[N:5]=[C:4]2[C:13]3[C:18]([O:19][CH2:20][C:3]=12)=[CH:17][C:16]([OH:21])=[CH:15][CH:14]=3.[CH3:22][O:23][C:24]1[CH:29]=[CH:28][C:27](B(O)O)=[CH:26][CH:25]=1.